From a dataset of NCI-60 drug combinations with 297,098 pairs across 59 cell lines. Regression. Given two drug SMILES strings and cell line genomic features, predict the synergy score measuring deviation from expected non-interaction effect. (1) Drug 1: C1=NC2=C(N1)C(=S)N=C(N2)N. Drug 2: C1=NC2=C(N1)C(=S)N=CN2. Cell line: M14. Synergy scores: CSS=45.2, Synergy_ZIP=-10.5, Synergy_Bliss=-7.50, Synergy_Loewe=-5.15, Synergy_HSA=-2.66. (2) Drug 1: CC1=C2C(C(=O)C3(C(CC4C(C3C(C(C2(C)C)(CC1OC(=O)C(C(C5=CC=CC=C5)NC(=O)C6=CC=CC=C6)O)O)OC(=O)C7=CC=CC=C7)(CO4)OC(=O)C)O)C)OC(=O)C. Drug 2: C1=NC2=C(N1)C(=S)N=CN2. Cell line: NCI-H522. Synergy scores: CSS=51.0, Synergy_ZIP=-2.36, Synergy_Bliss=-1.37, Synergy_Loewe=-5.33, Synergy_HSA=-0.144. (3) Drug 1: C1=CC(=C2C(=C1NCCNCCO)C(=O)C3=C(C=CC(=C3C2=O)O)O)NCCNCCO. Drug 2: CC1=C(C=C(C=C1)C(=O)NC2=CC(=CC(=C2)C(F)(F)F)N3C=C(N=C3)C)NC4=NC=CC(=N4)C5=CN=CC=C5. Cell line: RXF 393. Synergy scores: CSS=25.7, Synergy_ZIP=3.26, Synergy_Bliss=3.28, Synergy_Loewe=-8.93, Synergy_HSA=1.39. (4) Drug 1: CC1=C(C=C(C=C1)C(=O)NC2=CC(=CC(=C2)C(F)(F)F)N3C=C(N=C3)C)NC4=NC=CC(=N4)C5=CN=CC=C5. Drug 2: C1C(C(OC1N2C=NC(=NC2=O)N)CO)O. Cell line: NCI-H226. Synergy scores: CSS=3.65, Synergy_ZIP=-2.37, Synergy_Bliss=-2.21, Synergy_Loewe=-1.86, Synergy_HSA=-1.36.